From a dataset of Catalyst prediction with 721,799 reactions and 888 catalyst types from USPTO. Predict which catalyst facilitates the given reaction. Reactant: COC1C=C(OC)C=CC=1C[N:6]([C:21]1[S:25][N:24]=[CH:23][N:22]=1)[S:7]([C:10]1[CH:19]=[C:18]2[C:13]([C:14](=O)[NH:15][CH:16]=[N:17]2)=[CH:12][CH:11]=1)(=[O:9])=[O:8].F[P-](F)(F)(F)(F)F.N1(O[P+](N(C)C)(N(C)C)N(C)C)C2C=CC=CC=2N=N1.C1CCN2C(=NCCC2)CC1.[NH:70]1[CH2:74][CH2:73][CH2:72][CH:71]1[C:75]1[CH:80]=[CH:79][N:78]=[CH:77][CH:76]=1.C(O)(C(F)(F)F)=O. Product: [N:78]1[CH:79]=[CH:80][C:75]([CH:71]2[CH2:72][CH2:73][CH2:74][N:70]2[C:14]2[C:13]3[C:18](=[CH:19][C:10]([S:7]([NH:6][C:21]4[S:25][N:24]=[CH:23][N:22]=4)(=[O:9])=[O:8])=[CH:11][CH:12]=3)[N:17]=[CH:16][N:15]=2)=[CH:76][CH:77]=1. The catalyst class is: 115.